This data is from Catalyst prediction with 721,799 reactions and 888 catalyst types from USPTO. The task is: Predict which catalyst facilitates the given reaction. Reactant: [C:1](=[O:18])(SCC)[O:2][O:3][CH:4]([O:8][C:9](=[O:14])[C:10]([CH3:13])([CH3:12])[CH3:11])[CH:5]([CH3:7])[CH3:6].S(Cl)([Cl:22])(=O)=O. Product: [Cl:22][C:1]([O:2][O:3][CH:4]([O:8][C:9](=[O:14])[C:10]([CH3:13])([CH3:12])[CH3:11])[CH:5]([CH3:7])[CH3:6])=[O:18]. The catalyst class is: 2.